From a dataset of NCI-60 drug combinations with 297,098 pairs across 59 cell lines. Regression. Given two drug SMILES strings and cell line genomic features, predict the synergy score measuring deviation from expected non-interaction effect. (1) Drug 1: C1CCN(CC1)CCOC2=CC=C(C=C2)C(=O)C3=C(SC4=C3C=CC(=C4)O)C5=CC=C(C=C5)O. Drug 2: C1=C(C(=O)NC(=O)N1)N(CCCl)CCCl. Cell line: COLO 205. Synergy scores: CSS=38.5, Synergy_ZIP=9.02, Synergy_Bliss=8.83, Synergy_Loewe=3.14, Synergy_HSA=4.78. (2) Drug 2: CC1C(C(CC(O1)OC2CC(OC(C2O)C)OC3=CC4=CC5=C(C(=O)C(C(C5)C(C(=O)C(C(C)O)O)OC)OC6CC(C(C(O6)C)O)OC7CC(C(C(O7)C)O)OC8CC(C(C(O8)C)O)(C)O)C(=C4C(=C3C)O)O)O)O. Cell line: M14. Drug 1: CC1=C2C(C(=O)C3(C(CC4C(C3C(C(C2(C)C)(CC1OC(=O)C(C(C5=CC=CC=C5)NC(=O)C6=CC=CC=C6)O)O)OC(=O)C7=CC=CC=C7)(CO4)OC(=O)C)O)C)OC(=O)C. Synergy scores: CSS=62.9, Synergy_ZIP=-0.232, Synergy_Bliss=5.28, Synergy_Loewe=0.0209, Synergy_HSA=3.01.